This data is from Full USPTO retrosynthesis dataset with 1.9M reactions from patents (1976-2016). The task is: Predict the reactants needed to synthesize the given product. (1) Given the product [F:25][C:26]1[CH:27]=[CH:28][C:29]([O:36][CH3:37])=[C:30]([C:32]2[N:33]=[C:19]([C:18]3[CH:22]=[C:23]([CH3:24])[C:15]([N:11]4[CH2:12][CH2:13][CH2:14][CH:10]4[CH2:9][O:8][CH3:7])=[N:16][CH:17]=3)[O:21][N:34]=2)[CH:31]=1, predict the reactants needed to synthesize it. The reactants are: C(Cl)(=O)C(Cl)=O.[CH3:7][O:8][CH2:9][CH:10]1[CH2:14][CH2:13][CH2:12][N:11]1[C:15]1[C:23]([CH3:24])=[CH:22][C:18]([C:19]([OH:21])=O)=[CH:17][N:16]=1.[F:25][C:26]1[CH:27]=[CH:28][C:29]([O:36][CH3:37])=[C:30]([C:32](=[N:34]O)[NH2:33])[CH:31]=1.CCN(C(C)C)C(C)C. (2) Given the product [CH3:18][C:19]1[S:23][C:22]([C:2]2[CH:3]=[C:4]3[CH2:10][C@:9]4([CH:15]5[CH2:16][CH2:17][N:12]([CH2:13][CH2:14]5)[CH2:11]4)[O:8][C:5]3=[N:6][CH:7]=2)=[CH:21][CH:20]=1, predict the reactants needed to synthesize it. The reactants are: Br[C:2]1[CH:3]=[C:4]2[CH2:10][C@:9]3([CH:15]4[CH2:16][CH2:17][N:12]([CH2:13][CH2:14]4)[CH2:11]3)[O:8][C:5]2=[N:6][CH:7]=1.[CH3:18][C:19]1[S:23][C:22](B(O)O)=[CH:21][CH:20]=1. (3) Given the product [Cl:19][C:20]1[CH:21]=[CH:22][C:23]([C:24]2[C:29]([C:30]3[CH:39]=[CH:38][C:37]4[C:32](=[CH:33][CH:34]=[C:35]([C:40]5[N:41]([CH2:42][CH:50]([CH3:14])[CH3:49])[C:2]6[CH:10]=[CH:9][C:5]([C:6]([OH:8])=[O:7])=[CH:4][C:3]=6[N:11]=5)[CH:36]=4)[N:31]=3)=[CH:28][C:27]([O:54][CH3:55])=[CH:26][CH:25]=2)=[CH:56][CH:57]=1, predict the reactants needed to synthesize it. The reactants are: Cl[C:2]1[CH:10]=[CH:9][C:5]([C:6]([OH:8])=[O:7])=[CH:4][C:3]=1[N+:11]([O-])=O.[CH2:14](N)C(C)C.[Cl:19][C:20]1[CH:57]=[CH:56][C:23]([C:24]2[C:29]([C:30]3[CH:39]=[CH:38][C:37]4[C:32](=[CH:33][CH:34]=[C:35]([C:40]5N(CC)C6C=C[C:49](C(O)=O)=[CH:50][C:42]=6[N:41]=5)[CH:36]=4)[N:31]=3)=[CH:28][C:27]([O:54][CH3:55])=[CH:26][CH:25]=2)=[CH:22][CH:21]=1. (4) Given the product [NH:16]([CH:17]=[C:7]1[C:5](=[O:6])[NH:4][C:2](=[S:3])[NH:1][C:8]1=[O:9])[C:10]1[CH:15]=[CH:14][CH:13]=[CH:12][CH:11]=1, predict the reactants needed to synthesize it. The reactants are: [NH:1]1[C:8](=[O:9])[CH2:7][C:5](=[O:6])[NH:4][C:2]1=[S:3].[C:10]1([NH:16][CH:17]=NC2C=CC=CC=2)[CH:15]=[CH:14][CH:13]=[CH:12][CH:11]=1.